Dataset: Forward reaction prediction with 1.9M reactions from USPTO patents (1976-2016). Task: Predict the product of the given reaction. (1) Given the reactants [O-]CC.[Na+].CS([C:9]1[N:10]([CH2:22][CH2:23][NH:24]C(=O)OC(C)(C)C)[C:11]2[C:20]3[N:19]=[CH:18][CH:17]=[CH:16][C:15]=3[N:14]=[CH:13][C:12]=2[N:21]=1)(=O)=O, predict the reaction product. The product is: [N:19]1[CH:18]=[CH:17][CH:16]=[C:15]2[C:20]=1[C:11]1[N:10]3[CH2:22][CH2:23][NH:24][C:9]3=[N:21][C:12]=1[CH:13]=[N:14]2. (2) Given the reactants C(OC([N:8]1[CH2:12][CH2:11][CH2:10][CH:9]1[C:13]1[CH:21]=[CH:20][C:16]([C:17](O)=O)=[CH:15][N:14]=1)=O)(C)(C)C.C(N1C=CN=C1)(N1C=CN=C1)=O.Cl.Cl.[NH2:36][C:37]1[C:45]([NH2:46])=[CH:44][CH:43]=[CH:42][C:38]=1[C:39]([NH2:41])=[O:40].FC(F)(F)C(O)=O, predict the reaction product. The product is: [NH:8]1[CH2:12][CH2:11][CH2:10][CH:9]1[C:13]1[N:14]=[CH:15][C:16]([C:17]2[NH:46][C:45]3[CH:44]=[CH:43][CH:42]=[C:38]([C:39]([NH2:41])=[O:40])[C:37]=3[N:36]=2)=[CH:20][CH:21]=1. (3) The product is: [C:1]([O:5][C:6]([N:8]1[CH2:9][CH2:10][CH:11]([N:14]([CH3:39])[C:15]2[C:16]([C:29]3[CH:30]=[CH:31][C:32]([F:35])=[CH:33][CH:34]=3)=[N:17][C:18]3[C:23]([N:24]=2)=[CH:22][C:21]([C:25]([O:27][CH3:28])=[O:26])=[CH:20][CH:19]=3)[CH2:12][CH2:13]1)=[O:7])([CH3:4])([CH3:2])[CH3:3]. Given the reactants [C:1]([O:5][C:6]([N:8]1[CH2:13][CH2:12][CH:11]([NH:14][C:15]2[C:16]([C:29]3[CH:34]=[CH:33][C:32]([F:35])=[CH:31][CH:30]=3)=[N:17][C:18]3[C:23]([N:24]=2)=[CH:22][C:21]([C:25]([O:27][CH3:28])=[O:26])=[CH:20][CH:19]=3)[CH2:10][CH2:9]1)=[O:7])([CH3:4])([CH3:3])[CH3:2].[H-].[Na+].I[CH3:39], predict the reaction product. (4) Given the reactants [OH:1][CH2:2][C:3]1[N:8]=[C:7]([NH:9][C:10](=[O:12])[O-:11])[CH:6]=[CH:5][CH:4]=1.[CH3:13][C:14]([CH3:17])([O-])[CH3:15].[K+].Br[CH2:20][CH2:21][CH:22]1[CH2:27][CH2:26][CH2:25][CH2:24][CH2:23]1, predict the reaction product. The product is: [CH:22]1([CH2:21][CH2:20][N:9]([C:7]2[CH:6]=[CH:5][CH:4]=[C:3]([CH2:2][OH:1])[N:8]=2)[C:10](=[O:11])[O:12][C:14]([CH3:17])([CH3:15])[CH3:13])[CH2:27][CH2:26][CH2:25][CH2:24][CH2:23]1.